This data is from Ames mutagenicity test results for genotoxicity prediction. The task is: Regression/Classification. Given a drug SMILES string, predict its toxicity properties. Task type varies by dataset: regression for continuous values (e.g., LD50, hERG inhibition percentage) or binary classification for toxic/non-toxic outcomes (e.g., AMES mutagenicity, cardiotoxicity, hepatotoxicity). Dataset: ames. (1) The molecule is CC(Br)c1ccccc1. The result is 0 (non-mutagenic). (2) The compound is OC1C=Cc2c(cc3c4c(c5ccccc5cc24)-c2ccccc2-3)C1O. The result is 1 (mutagenic). (3) The compound is CCN(CC)c1ccc(N)cc1. The result is 1 (mutagenic). (4) The compound is CCCCCCCCBr. The result is 0 (non-mutagenic). (5) The result is 0 (non-mutagenic). The compound is O=NN(CC1(O)CCC(O)C(O)C1O)C(C(=O)O)C(=O)O. (6) The drug is Cc1ccc(Nc2ccc([N+](=O)[O-])cc2)cc1. The result is 1 (mutagenic).